From a dataset of NCI-60 drug combinations with 297,098 pairs across 59 cell lines. Regression. Given two drug SMILES strings and cell line genomic features, predict the synergy score measuring deviation from expected non-interaction effect. (1) Drug 1: CNC(=O)C1=CC=CC=C1SC2=CC3=C(C=C2)C(=NN3)C=CC4=CC=CC=N4. Drug 2: C(=O)(N)NO. Cell line: TK-10. Synergy scores: CSS=4.11, Synergy_ZIP=-1.39, Synergy_Bliss=1.02, Synergy_Loewe=1.54, Synergy_HSA=1.21. (2) Drug 1: CCC1=CC2CC(C3=C(CN(C2)C1)C4=CC=CC=C4N3)(C5=C(C=C6C(=C5)C78CCN9C7C(C=CC9)(C(C(C8N6C)(C(=O)OC)O)OC(=O)C)CC)OC)C(=O)OC.C(C(C(=O)O)O)(C(=O)O)O. Drug 2: CC1CCC2CC(C(=CC=CC=CC(CC(C(=O)C(C(C(=CC(C(=O)CC(OC(=O)C3CCCCN3C(=O)C(=O)C1(O2)O)C(C)CC4CCC(C(C4)OC)O)C)C)O)OC)C)C)C)OC. Cell line: RXF 393. Synergy scores: CSS=36.3, Synergy_ZIP=-9.95, Synergy_Bliss=-8.08, Synergy_Loewe=-3.21, Synergy_HSA=-1.69. (3) Drug 1: CC(C)NC(=O)C1=CC=C(C=C1)CNNC.Cl. Drug 2: C1CCC(C(C1)N)N.C(=O)(C(=O)[O-])[O-].[Pt+4]. Cell line: PC-3. Synergy scores: CSS=13.1, Synergy_ZIP=-6.82, Synergy_Bliss=-5.18, Synergy_Loewe=-9.04, Synergy_HSA=-2.30. (4) Drug 1: C1CCN(CC1)CCOC2=CC=C(C=C2)C(=O)C3=C(SC4=C3C=CC(=C4)O)C5=CC=C(C=C5)O. Drug 2: CN1C(=O)N2C=NC(=C2N=N1)C(=O)N. Cell line: MOLT-4. Synergy scores: CSS=-0.525, Synergy_ZIP=2.95, Synergy_Bliss=1.36, Synergy_Loewe=-13.1, Synergy_HSA=-6.92. (5) Drug 1: CC1=CC2C(CCC3(C2CCC3(C(=O)C)OC(=O)C)C)C4(C1=CC(=O)CC4)C. Drug 2: CC1=C(C(CCC1)(C)C)C=CC(=CC=CC(=CC(=O)O)C)C. Cell line: HCC-2998. Synergy scores: CSS=-1.64, Synergy_ZIP=2.34, Synergy_Bliss=1.25, Synergy_Loewe=0.200, Synergy_HSA=-1.92. (6) Drug 1: C1=C(C(=O)NC(=O)N1)F. Drug 2: CC1=C(C=C(C=C1)NC(=O)C2=CC=C(C=C2)CN3CCN(CC3)C)NC4=NC=CC(=N4)C5=CN=CC=C5. Cell line: CCRF-CEM. Synergy scores: CSS=26.9, Synergy_ZIP=-5.50, Synergy_Bliss=-11.0, Synergy_Loewe=-15.5, Synergy_HSA=-11.7. (7) Drug 1: C1=CC(=C2C(=C1NCCNCCO)C(=O)C3=C(C=CC(=C3C2=O)O)O)NCCNCCO. Drug 2: CC1=C(C=C(C=C1)NC(=O)C2=CC=C(C=C2)CN3CCN(CC3)C)NC4=NC=CC(=N4)C5=CN=CC=C5. Cell line: MCF7. Synergy scores: CSS=40.4, Synergy_ZIP=12.5, Synergy_Bliss=11.9, Synergy_Loewe=-13.6, Synergy_HSA=9.46. (8) Drug 1: CC(C)(C#N)C1=CC(=CC(=C1)CN2C=NC=N2)C(C)(C)C#N. Drug 2: N.N.Cl[Pt+2]Cl. Cell line: NCI/ADR-RES. Synergy scores: CSS=33.9, Synergy_ZIP=-3.00, Synergy_Bliss=-0.905, Synergy_Loewe=-6.48, Synergy_HSA=-6.38. (9) Drug 1: CC(C)(C#N)C1=CC(=CC(=C1)CN2C=NC=N2)C(C)(C)C#N. Drug 2: CC1=C(C=C(C=C1)C(=O)NC2=CC(=CC(=C2)C(F)(F)F)N3C=C(N=C3)C)NC4=NC=CC(=N4)C5=CN=CC=C5. Cell line: SK-MEL-5. Synergy scores: CSS=19.6, Synergy_ZIP=3.47, Synergy_Bliss=6.18, Synergy_Loewe=11.5, Synergy_HSA=5.36. (10) Drug 1: C1CCN(CC1)CCOC2=CC=C(C=C2)C(=O)C3=C(SC4=C3C=CC(=C4)O)C5=CC=C(C=C5)O. Drug 2: CC1=C(C(=CC=C1)Cl)NC(=O)C2=CN=C(S2)NC3=CC(=NC(=N3)C)N4CCN(CC4)CCO. Cell line: MOLT-4. Synergy scores: CSS=-6.34, Synergy_ZIP=0.801, Synergy_Bliss=-5.25, Synergy_Loewe=-15.9, Synergy_HSA=-12.7.